This data is from Reaction yield outcomes from USPTO patents with 853,638 reactions. The task is: Predict the reaction yield, written as a fraction of the theoretical maximum amount of product (1.0 means a 100% yield; for example, 0.34 means a 34% yield). (1) The yield is 0.920. The catalyst is CN(C=O)C.[Cu]I. The product is [Cl:1][C:2]1[N:7]=[C:6]2[CH:8]=[C:9]([CH3:10])[NH:11][C:5]2=[C:4]([NH:12][CH2:13][C:14]2[C:15]([CH3:21])=[CH:16][CH:17]=[CH:18][C:19]=2[CH3:20])[CH:3]=1. The reactants are [Cl:1][C:2]1[N:7]=[C:6]([C:8]#[C:9][CH3:10])[C:5]([NH2:11])=[C:4]([NH:12][CH2:13][C:14]2[C:19]([CH3:20])=[CH:18][CH:17]=[CH:16][C:15]=2[CH3:21])[CH:3]=1.S([O-])([O-])=O.[Na+].[Na+]. (2) The catalyst is O1CCCC1.C(OCC)(=O)C. The product is [Br:1][C:2]1[CH:3]=[N:4][C:5]([C:8]([N:12]([CH3:13])[CH3:11])=[O:9])=[N:6][CH:7]=1. The reactants are [Br:1][C:2]1[CH:3]=[N:4][C:5]([C:8](Cl)=[O:9])=[N:6][CH:7]=1.[CH3:11][NH:12][CH3:13]. The yield is 0.770.